This data is from Reaction yield outcomes from USPTO patents with 853,638 reactions. The task is: Predict the reaction yield, written as a fraction of the theoretical maximum amount of product (1.0 means a 100% yield; for example, 0.34 means a 34% yield). (1) The catalyst is N1C=CC=CC=1. The reactants are [NH2:1][C:2]1[CH:3]=[C:4]2[C:8](=[CH:9][CH:10]=1)[NH:7][C:6](=[O:11])[CH2:5]2.[CH3:12][O:13][C:14]([C:16]1[CH:24]=[CH:23][C:19]([C:20](Cl)=[O:21])=[CH:18][CH:17]=1)=[O:15]. The product is [CH3:12][O:13][C:14]([C:16]1[CH:24]=[CH:23][C:19]([C:20]([NH:1][C:2]2[CH:3]=[C:4]3[C:8](=[CH:9][CH:10]=2)[NH:7][C:6](=[O:11])[CH2:5]3)=[O:21])=[CH:18][CH:17]=1)=[O:15]. The yield is 0.810. (2) The reactants are [F:1][C:2]1[CH:10]=[CH:9][C:8]([CH2:11][C:12]2[C:21]3[C:16](=[CH:17][CH:18]=[CH:19][CH:20]=3)[C:15](=[O:22])[NH:14][N:13]=2)=[CH:7][C:3]=1[C:4]([OH:6])=O.F[P-](F)(F)(F)(F)F.N1(OC(N(C)C)=[N+](C)C)C2C=CC=CC=2N=N1.[CH3:47][N:48]([CH3:64])[C:49]([C:51]1[N:52]=[C:53]([C:60]([F:63])([F:62])[F:61])[N:54]2[CH2:59][CH2:58][NH:57][CH2:56][C:55]=12)=[O:50].C(N(CC)C(C)C)(C)C. The catalyst is CN(C)C=O. The product is [F:1][C:2]1[CH:10]=[CH:9][C:8]([CH2:11][C:12]2[C:21]3[C:16](=[CH:17][CH:18]=[CH:19][CH:20]=3)[C:15](=[O:22])[NH:14][N:13]=2)=[CH:7][C:3]=1[C:4]([N:57]1[CH2:58][CH2:59][N:54]2[C:53]([C:60]([F:63])([F:61])[F:62])=[N:52][C:51]([C:49]([N:48]([CH3:64])[CH3:47])=[O:50])=[C:55]2[CH2:56]1)=[O:6]. The yield is 0.110. (3) The product is [C:10]([O:9][C:8]([NH:7][C@H:3]([CH2:4][N:5]([CH3:6])[C:21]([O:23][CH2:24][CH2:25][Si:26]([CH3:27])([CH3:28])[CH3:29])=[O:30])[CH2:2][OH:1])=[O:14])([CH3:13])([CH3:12])[CH3:11]. The yield is 0.200. The catalyst is CC(C)=O.O. The reactants are [OH:1][CH2:2][C@H:3]([NH:7][C:8](=[O:14])[O:9][C:10]([CH3:13])([CH3:12])[CH3:11])[CH2:4][NH:5][CH3:6].C([O-])([O-])=O.[K+].[K+].[C:21]([O:30]N1C(=O)CCC1=O)([O:23][CH2:24][CH2:25][Si:26]([CH3:29])([CH3:28])[CH3:27])=O. (4) The reactants are [C:1]1([NH:7][S:8]([C:11]2[CH:12]=[C:13]3[C:17](=[CH:18][CH:19]=2)[NH:16][C:15](=[O:20])[CH2:14]3)(=[O:10])=[O:9])[CH:6]=[CH:5][CH:4]=[CH:3][CH:2]=1.[CH3:21][C:22]1[C:26]([C:27]([N:29]2[CH2:34][CH2:33][N:32]([CH3:35])[CH2:31][CH2:30]2)=[O:28])=[C:25]([CH3:36])[NH:24][C:23]=1[CH:37]=O. No catalyst specified. The product is [C:1]1([NH:7][S:8]([C:11]2[CH:12]=[C:13]3[C:17](=[CH:18][CH:19]=2)[NH:16][C:15](=[O:20])[C:14]3=[CH:37][C:23]2[NH:24][C:25]([CH3:36])=[C:26]([C:27]([N:29]3[CH2:30][CH2:31][N:32]([CH3:35])[CH2:33][CH2:34]3)=[O:28])[C:22]=2[CH3:21])(=[O:10])=[O:9])[CH:2]=[CH:3][CH:4]=[CH:5][CH:6]=1. The yield is 0.240. (5) The reactants are [CH3:1][C:2]1[CH:7]=[CH:6][C:5]([C:8](=O)[CH2:9][C:10](=O)[CH2:11][CH3:12])=[CH:4][CH:3]=1.[NH:15]([C:17]1[CH:18]=[C:19]([CH:22]=[CH:23][N:24]=1)[C:20]#[N:21])[NH2:16].CC(O)=O. The catalyst is CCO. The product is [CH2:11]([C:10]1[CH:9]=[C:8]([C:5]2[CH:6]=[CH:7][C:2]([CH3:1])=[CH:3][CH:4]=2)[N:15]([C:17]2[CH:18]=[C:19]([C:20]#[N:21])[CH:22]=[CH:23][N:24]=2)[N:16]=1)[CH3:12]. The yield is 0.770.